This data is from Peptide-MHC class II binding affinity with 134,281 pairs from IEDB. The task is: Regression. Given a peptide amino acid sequence and an MHC pseudo amino acid sequence, predict their binding affinity value. This is MHC class II binding data. (1) The peptide sequence is ETALKKAITAMSEAQKAAKP. The MHC is DRB1_1201 with pseudo-sequence DRB1_1201. The binding affinity (normalized) is 0.217. (2) The binding affinity (normalized) is 0.289. The peptide sequence is DANLISIDIKNKLYEKTL. The MHC is DRB1_0301 with pseudo-sequence DRB1_0301. (3) The MHC is DRB1_1501 with pseudo-sequence DRB1_1501. The peptide sequence is NGNATPQLTKNAGVL. The binding affinity (normalized) is 0.105. (4) The peptide sequence is GELQIVDKIDAAQKI. The MHC is DRB3_0101 with pseudo-sequence DRB3_0101. The binding affinity (normalized) is 0.646. (5) The peptide sequence is SASVLSFMDKGIPFM. The MHC is DRB5_0101 with pseudo-sequence DRB5_0101. The binding affinity (normalized) is 0. (6) The peptide sequence is GAEVHIGNGGPCLFM. The MHC is HLA-DQA10401-DQB10402 with pseudo-sequence HLA-DQA10401-DQB10402. The binding affinity (normalized) is 0.0381. (7) The peptide sequence is TRATNYNRGDQSTDY. The MHC is H-2-IAd with pseudo-sequence H-2-IAd. The binding affinity (normalized) is 0. (8) The peptide sequence is AACACDQKPCSCSKVDVNYA. The MHC is HLA-DQA10301-DQB10302 with pseudo-sequence HLA-DQA10301-DQB10302. The binding affinity (normalized) is 0. (9) The peptide sequence is FYADDTAGWDTRITE. The MHC is DRB5_0101 with pseudo-sequence DRB5_0101. The binding affinity (normalized) is 0.365.